From a dataset of Forward reaction prediction with 1.9M reactions from USPTO patents (1976-2016). Predict the product of the given reaction. The product is: [Br:1][C:2]1[CH:7]=[CH:6][C:5]([B:19]2[O:23][C:22]([CH3:25])([CH3:24])[C:21]([CH3:27])([CH3:26])[O:20]2)=[C:4]([CH3:9])[C:3]=1[Cl:10]. Given the reactants [Br:1][C:2]1[CH:7]=[CH:6][C:5](I)=[C:4]([CH3:9])[C:3]=1[Cl:10].C([Mg]Cl)C.C(O[B:19]1[O:23][C:22]([CH3:25])([CH3:24])[C:21]([CH3:27])([CH3:26])[O:20]1)(C)C, predict the reaction product.